Task: Predict the reactants needed to synthesize the given product.. Dataset: Full USPTO retrosynthesis dataset with 1.9M reactions from patents (1976-2016) (1) Given the product [Cl:13][C:8]1[CH:9]=[C:4]([CH2:1][CH2:2][CH3:3])[CH:5]=[CH:6][N:7]=1, predict the reactants needed to synthesize it. The reactants are: [CH2:1]([C:4]1[CH:9]=[CH:8][N+:7]([O-])=[CH:6][CH:5]=1)[CH2:2][CH3:3].O=P(Cl)(Cl)[Cl:13]. (2) Given the product [O:16]1[CH:17]=[CH:18][C:14]([CH2:13][C:7]([C:1]2[CH:6]=[CH:5][CH:4]=[CH:3][CH:2]=2)=[O:20])=[CH:15]1, predict the reactants needed to synthesize it. The reactants are: [C:1]1([C:7]2([CH2:13][C:14]3[CH:18]=[CH:17][O:16][CH:15]=3)SCCCS2)[CH:6]=[CH:5][CH:4]=[CH:3][CH:2]=1.C[OH:20].O. (3) Given the product [Cl:1][C:2]1[CH:30]=[CH:29][C:5]([O:6][CH2:7][C@@H:8]([F:39])[CH2:9][O:10][C:11]2[CH:12]=[C:13]([CH2:17][C@H:18]([O:24][CH:25]([CH3:27])[CH3:26])[C:19]([O:21][CH2:22][CH3:23])=[O:20])[CH:14]=[CH:15][CH:16]=2)=[C:4]([C:31]#[N:32])[CH:3]=1, predict the reactants needed to synthesize it. The reactants are: [Cl:1][C:2]1[CH:30]=[CH:29][C:5]([O:6][CH2:7][C@H:8](O)[CH2:9][O:10][C:11]2[CH:12]=[C:13]([CH2:17][C@H:18]([O:24][CH:25]([CH3:27])[CH3:26])[C:19]([O:21][CH2:22][CH3:23])=[O:20])[CH:14]=[CH:15][CH:16]=2)=[C:4]([C:31]#[N:32])[CH:3]=1.C(N(S(F)(F)[F:39])CC)C.O.[Cl-].[Na+]. (4) Given the product [CH3:18][O:19][C:20]1[CH:25]=[CH:24][C:23]([C:2]2[C:3](=[O:17])[N:4]([CH:9]([C:11]3[CH:16]=[CH:15][CH:14]=[CH:13][CH:12]=3)[CH3:10])[N:5]=[CH:6][C:7]=2[C:11]2[CH:16]=[CH:15][C:14]([O:32][CH3:29])=[CH:13][CH:12]=2)=[CH:22][CH:21]=1, predict the reactants needed to synthesize it. The reactants are: Cl[C:2]1[C:3](=[O:17])[N:4]([CH:9]([C:11]2[CH:16]=[CH:15][CH:14]=[CH:13][CH:12]=2)[CH3:10])[N:5]=[CH:6][C:7]=1Cl.[CH3:18][O:19][C:20]1[CH:25]=[CH:24][C:23](B(O)O)=[CH:22][CH:21]=1.[C:29]([O-:32])([O-])=O.[K+].[K+]. (5) Given the product [CH3:1][C:2]1[C:3](=[O:13])[N:4]2[CH2:21][CH2:22][O:12][C:5]2=[N:6][C:7]=1[C:8]([F:11])([F:10])[F:9], predict the reactants needed to synthesize it. The reactants are: [CH3:1][C:2]1[C:3](=[O:13])[NH:4][C:5](=[O:12])[NH:6][C:7]=1[C:8]([F:11])([F:10])[F:9].C(=O)([O-])[O-].[K+].[K+].Br[CH2:21][CH2:22]Br.O.